The task is: Predict which catalyst facilitates the given reaction.. This data is from Catalyst prediction with 721,799 reactions and 888 catalyst types from USPTO. (1) Reactant: [Br:1][C:2]1[CH:7]=[C:6](F)[C:5]([N+:9]([O-:11])=[O:10])=[CH:4][C:3]=1[C:12]([F:15])([F:14])[F:13].[NH:16]1[CH:20]=[CH:19][N:18]=[CH:17]1.C(N(CC)C(C)C)(C)C. Product: [Br:1][C:2]1[C:3]([C:12]([F:15])([F:14])[F:13])=[CH:4][C:5]([N+:9]([O-:11])=[O:10])=[C:6]([N:16]2[CH:20]=[CH:19][N:18]=[CH:17]2)[CH:7]=1. The catalyst class is: 10. (2) Reactant: Cl[C:2]1[CH:10]=[CH:9][C:5]([C:6]([NH2:8])=[O:7])=[C:4]([O:11][CH3:12])[N:3]=1.[Br:13][C:14]1[CH:21]=[CH:20][C:19]([OH:22])=[CH:18][C:15]=1[CH:16]=[O:17].C([O-])([O-])=O.[K+].[K+]. The catalyst class is: 35. Product: [Br:13][C:14]1[CH:21]=[CH:20][C:19]([O:22][C:2]2[CH:10]=[CH:9][C:5]([C:6]([NH2:8])=[O:7])=[C:4]([O:11][CH3:12])[N:3]=2)=[CH:18][C:15]=1[CH:16]=[O:17]. (3) The catalyst class is: 23. Product: [CH2:1]([N:8]([C:23](=[O:26])[CH2:24][I:28])[C@@H:9]1[CH2:14][CH2:13][N:12]([C:15]([O:17][C:18]([CH3:21])([CH3:20])[CH3:19])=[O:16])[CH2:11][C@H:10]1[OH:22])[C:2]1[CH:7]=[CH:6][CH:5]=[CH:4][CH:3]=1. Reactant: [CH2:1]([N:8]([C:23](=[O:26])[CH2:24]Cl)[C@@H:9]1[CH2:14][CH2:13][N:12]([C:15]([O:17][C:18]([CH3:21])([CH3:20])[CH3:19])=[O:16])[CH2:11][C@H:10]1[OH:22])[C:2]1[CH:7]=[CH:6][CH:5]=[CH:4][CH:3]=1.[Na+].[I-:28]. (4) Reactant: [H-].[H-].[H-].[H-].[Li+].[Al+3].[F:7][C:8]1[CH:9]=[C:10]([C@@H:15]2[CH2:17][C@H:16]2[NH:18][C:19]2[C:20]3[N:31]=[N:30][N:29]([C@H:32]4[C@@H:36]5[O:37][C:38]([CH3:41])([CH3:40])[O:39][C@@H:35]5[C@@H:34]([O:42][CH2:43][C:44](O)=[O:45])[CH2:33]4)[C:21]=3[N:22]=[C:23]([S:25][CH2:26][CH2:27][CH3:28])[N:24]=2)[CH:11]=[CH:12][C:13]=1[F:14]. Product: [F:7][C:8]1[CH:9]=[C:10]([C@@H:15]2[CH2:17][C@H:16]2[NH:18][C:19]2[C:20]3[N:31]=[N:30][N:29]([C@H:32]4[C@@H:36]5[O:37][C:38]([CH3:40])([CH3:41])[O:39][C@@H:35]5[C@@H:34]([O:42][CH2:43][CH2:44][OH:45])[CH2:33]4)[C:21]=3[N:22]=[C:23]([S:25][CH2:26][CH2:27][CH3:28])[N:24]=2)[CH:11]=[CH:12][C:13]=1[F:14]. The catalyst class is: 1. (5) Reactant: [C@H:1]1([NH:11][C:12]([C@H:14]2[NH:19][CH2:18][CH2:17][N:16]([C:20]([O:22][CH2:23][C:24]3[CH:29]=[CH:28][CH:27]=[CH:26][CH:25]=3)=[O:21])[CH2:15]2)=[O:13])[C:10]2[C:5](=[CH:6][CH:7]=[CH:8][CH:9]=2)[CH2:4][CH2:3][CH2:2]1.[C:30]([NH:37][C@H:38]([C:42](O)=[O:43])[CH:39]([CH3:41])[CH3:40])([O:32][C:33]([CH3:36])([CH3:35])[CH3:34])=[O:31].CCN(C(C)C)C(C)C.CN(C(ON1N=NC2C=CC=CC1=2)=[N+](C)C)C.F[P-](F)(F)(F)(F)F.C1C=CC2N(O)N=NC=2C=1. Product: [C:33]([O:32][C:30]([NH:37][C@@H:38]([CH:39]([CH3:41])[CH3:40])[C:42]([N:19]1[CH2:18][CH2:17][N:16]([C:20]([O:22][CH2:23][C:24]2[CH:25]=[CH:26][CH:27]=[CH:28][CH:29]=2)=[O:21])[CH2:15][C@H:14]1[C:12]([NH:11][C@H:1]1[C:10]2[C:5](=[CH:6][CH:7]=[CH:8][CH:9]=2)[CH2:4][CH2:3][CH2:2]1)=[O:13])=[O:43])=[O:31])([CH3:36])([CH3:35])[CH3:34]. The catalyst class is: 3.